From a dataset of Buchwald-Hartwig C-N cross coupling reaction yields with 55,370 reactions. Predict the reaction yield, written as a fraction of the theoretical maximum amount of product (1.0 means a 100% yield; for example, 0.34 means a 34% yield). The reactants are Ic1cccnc1.Cc1ccc(N)cc1.O=S(=O)(O[Pd]1c2ccccc2-c2ccccc2N~1)C(F)(F)F.CC(C)c1cc(C(C)C)c(-c2ccccc2P(C2CCCCC2)C2CCCCC2)c(C(C)C)c1.CCN=P(N=P(N(C)C)(N(C)C)N(C)C)(N(C)C)N(C)C.COC(=O)c1cc(-c2cccs2)on1. No catalyst specified. The product is Cc1ccc(Nc2cccnc2)cc1. The yield is 0.213.